Dataset: Forward reaction prediction with 1.9M reactions from USPTO patents (1976-2016). Task: Predict the product of the given reaction. (1) Given the reactants [F:1][C:2]1[CH:7]=[CH:6][C:5]([CH:8]2[CH2:13][CH2:12][NH:11][CH2:10][CH:9]2[OH:14])=[CH:4][CH:3]=1.C(=O)([O-])[O-].[Na+].[Na+].[CH2:21](Br)[C:22]1[CH:27]=[CH:26][CH:25]=[CH:24][CH:23]=1, predict the reaction product. The product is: [CH2:21]([N:11]1[CH2:12][CH2:13][CH:8]([C:5]2[CH:6]=[CH:7][C:2]([F:1])=[CH:3][CH:4]=2)[CH:9]([OH:14])[CH2:10]1)[C:22]1[CH:27]=[CH:26][CH:25]=[CH:24][CH:23]=1. (2) Given the reactants [Br:1][C:2]1[CH:11]=[CH:10][C:5]2[N:6]=[C:7](Cl)[S:8][C:4]=2[CH:3]=1.[CH:12]1([CH2:18][NH2:19])[CH2:17][CH2:16][CH2:15][CH2:14][CH2:13]1.C(N(CC)CC)C, predict the reaction product. The product is: [Br:1][C:2]1[CH:11]=[CH:10][C:5]2[N:6]=[C:7]([NH:19][CH2:18][CH:12]3[CH2:17][CH2:16][CH2:15][CH2:14][CH2:13]3)[S:8][C:4]=2[CH:3]=1. (3) Given the reactants Br[C:2]1[CH:3]=[N:4][N:5]([CH2:7][CH2:8][CH2:9][C:10]([N:12]([CH2:14][C:15]2[CH:20]=[C:19]([F:21])[CH:18]=[CH:17][C:16]=2[O:22][CH3:23])[CH3:13])=[O:11])[CH:6]=1.[N:24]1[CH:29]=[CH:28][C:27](B(O)O)=[CH:26][CH:25]=1, predict the reaction product. The product is: [F:21][C:19]1[CH:18]=[CH:17][C:16]([O:22][CH3:23])=[C:15]([CH:20]=1)[CH2:14][N:12]([CH3:13])[C:10](=[O:11])[CH2:9][CH2:8][CH2:7][N:5]1[CH:6]=[C:2]([C:27]2[CH:28]=[CH:29][N:24]=[CH:25][CH:26]=2)[CH:3]=[N:4]1. (4) Given the reactants [CH3:1][O:2][C:3]1[C:8]2[C:9](=[O:23])[O:10][C:11]([C:13]3[C:22]4[C:17](=[CH:18][CH:19]=[CH:20][CH:21]=4)[CH:16]=[CH:15][CH:14]=3)=[N:12][C:7]=2[CH:6]=[CH:5][CH:4]=1.[O:24]1[CH2:29][CH2:28][CH:27]([NH2:30])[CH2:26][CH2:25]1, predict the reaction product. The product is: [CH3:1][O:2][C:3]1[C:8]([C:9]([NH:30][CH:27]2[CH2:28][CH2:29][O:24][CH2:25][CH2:26]2)=[O:23])=[C:7]([NH:12][C:11]([C:13]2[C:22]3[C:17](=[CH:18][CH:19]=[CH:20][CH:21]=3)[CH:16]=[CH:15][CH:14]=2)=[O:10])[CH:6]=[CH:5][CH:4]=1. (5) Given the reactants [Br:1]Br.C([O-])(=O)C.[Na+].[CH3:8][O:9][C:10]1[CH:15]=[CH:14][CH:13]=[CH:12][N:11]=1.[OH-].[Na+], predict the reaction product. The product is: [Br:1][C:13]1[CH:14]=[CH:15][C:10]([O:9][CH3:8])=[N:11][CH:12]=1. (6) Given the reactants [C:1](Cl)(Cl)=[O:2].[C:5]([C:9]1[CH:13]=[C:12]([NH2:14])[N:11]([C:15]2[CH:20]=[CH:19][C:18]([CH3:21])=[CH:17][CH:16]=2)[N:10]=1)([CH3:8])([CH3:7])[CH3:6].C([O-])(O)=O.[Na+].[NH2:27][CH2:28][C:29]1[CH:56]=[CH:55][CH:54]=[CH:53][C:30]=1[CH2:31][O:32][C:33]1[N:34]=[C:35]([S:51][CH3:52])[N:36]([C:40]2[CH:41]=[C:42]([CH:47]=[CH:48][C:49]=2[CH3:50])[C:43]([O:45][CH3:46])=[O:44])[C:37](=[O:39])[CH:38]=1, predict the reaction product. The product is: [C:5]([C:9]1[CH:13]=[C:12]([NH:14][C:1]([NH:27][CH2:28][C:29]2[CH:56]=[CH:55][CH:54]=[CH:53][C:30]=2[CH2:31][O:32][C:33]2[N:34]=[C:35]([S:51][CH3:52])[N:36]([C:40]3[CH:41]=[C:42]([CH:47]=[CH:48][C:49]=3[CH3:50])[C:43]([O:45][CH3:46])=[O:44])[C:37](=[O:39])[CH:38]=2)=[O:2])[N:11]([C:15]2[CH:16]=[CH:17][C:18]([CH3:21])=[CH:19][CH:20]=2)[N:10]=1)([CH3:8])([CH3:7])[CH3:6]. (7) Given the reactants Cl[C:2]1[C:11]2[C:6](=[CH:7][CH:8]=[C:9]([O:12][CH3:13])[CH:10]=2)[CH:5]=[C:4]([NH:14][C:15]2[CH:19]=[C:18]([CH3:20])[NH:17][N:16]=2)[N:3]=1.[C:21]1(B(O)O)[CH:26]=[CH:25][CH:24]=[CH:23][CH:22]=1, predict the reaction product. The product is: [CH3:13][O:12][C:9]1[CH:10]=[C:11]2[C:6]([CH:5]=[C:4]([NH:14][C:15]3[CH:19]=[C:18]([CH3:20])[NH:17][N:16]=3)[N:3]=[C:2]2[C:21]2[CH:26]=[CH:25][CH:24]=[CH:23][CH:22]=2)=[CH:7][CH:8]=1.